From a dataset of Forward reaction prediction with 1.9M reactions from USPTO patents (1976-2016). Predict the product of the given reaction. Given the reactants Br[C:2]1[C:11]2[N:10]=[C:9]([CH3:12])[C:8](=[O:13])[NH:7][C:6]=2[N:5]=[C:4]([S:14][CH2:15][C:16]2[CH:21]=[CH:20][CH:19]=[C:18]([F:22])[C:17]=2[F:23])[N:3]=1, predict the reaction product. The product is: [F:23][C:17]1[C:18]([F:22])=[CH:19][CH:20]=[CH:21][C:16]=1[CH2:15][S:14][C:4]1[N:3]=[C:2]([NH:10][C@H:9]([CH3:12])[CH2:8][OH:13])[C:11]2[N:10]=[C:9]([CH3:12])[C:8](=[O:13])[NH:7][C:6]=2[N:5]=1.